Predict which catalyst facilitates the given reaction. From a dataset of Catalyst prediction with 721,799 reactions and 888 catalyst types from USPTO. (1) Reactant: [CH3:1][O:2][C:3]1[CH:4]=[C:5]([C:9]2[O:13][C:12]([CH3:14])=[C:11]([CH:15]([NH:20][C:21]3[CH:26]=[CH:25][C:24]([C:27]([N:29]([CH3:37])[CH2:30][CH2:31][C:32]([O:34]CC)=[O:33])=[O:28])=[CH:23][CH:22]=3)[CH2:16][CH:17]([CH3:19])[CH3:18])[CH:10]=2)[CH:6]=[CH:7][CH:8]=1.[OH-].[Li+]. Product: [CH3:1][O:2][C:3]1[CH:4]=[C:5]([C:9]2[O:13][C:12]([CH3:14])=[C:11]([CH:15]([NH:20][C:21]3[CH:22]=[CH:23][C:24]([C:27]([N:29]([CH3:37])[CH2:30][CH2:31][C:32]([OH:34])=[O:33])=[O:28])=[CH:25][CH:26]=3)[CH2:16][CH:17]([CH3:19])[CH3:18])[CH:10]=2)[CH:6]=[CH:7][CH:8]=1. The catalyst class is: 199. (2) The catalyst class is: 349. Product: [CH3:16][C:8]1[NH:7][CH:6]=[C:10]([C:11]([O:13][CH2:14][CH3:15])=[O:12])[CH:9]=1. Reactant: C([O-])=O.[NH4+].Cl[C:6]1[NH:7][C:8]([CH3:16])=[CH:9][C:10]=1[C:11]([O:13][CH2:14][CH3:15])=[O:12]. (3) The catalyst class is: 4. Reactant: [Cl:1][C:2]1[CH:7]=[CH:6][C:5]([C:8]2[CH:13]=[CH:12][CH:11]=[CH:10][C:9]=2[CH:14]([N:16]2[CH2:21][CH2:20][N:19](C(OC(C)(C)C)=O)[CH2:18][CH2:17]2)[CH3:15])=[CH:4][CH:3]=1.FC(F)(F)C(O)=O. Product: [Cl:1][C:2]1[CH:7]=[CH:6][C:5]([C:8]2[CH:13]=[CH:12][CH:11]=[CH:10][C:9]=2[CH:14]([N:16]2[CH2:17][CH2:18][NH:19][CH2:20][CH2:21]2)[CH3:15])=[CH:4][CH:3]=1. (4) Reactant: [Cl:1][C:2]1[CH:10]=[C:9]([F:11])[CH:8]=[CH:7][C:3]=1[C:4]([OH:6])=[O:5].[F:12][C:13]([F:20])([F:19])[C:14]([NH:16][CH2:17]O)=[O:15]. Product: [F:12][C:13]([F:20])([F:19])[C:14]([NH:16][CH2:17][C:8]1[C:9]([F:11])=[CH:10][C:2]([Cl:1])=[C:3]([CH:7]=1)[C:4]([OH:6])=[O:5])=[O:15]. The catalyst class is: 82. (5) Reactant: Cl[C:2]1[N:7]=[C:6]([N:8]2[CH2:14][CH:13]3[O:15][CH:10]([CH2:11][CH2:12]3)[CH2:9]2)[CH:5]=[C:4]([Cl:16])[N:3]=1.[OH-:17].[Na+].Cl. The catalyst class is: 1. Product: [CH:10]12[O:15][CH:13]([CH2:12][CH2:11]1)[CH2:14][N:8]([C:6]1[CH:5]=[C:4]([Cl:16])[N:3]=[C:2]([OH:17])[N:7]=1)[CH2:9]2.